From a dataset of Reaction yield outcomes from USPTO patents with 853,638 reactions. Predict the reaction yield, written as a fraction of the theoretical maximum amount of product (1.0 means a 100% yield; for example, 0.34 means a 34% yield). (1) The yield is 0.820. The reactants are [NH2:1][C:2]1[CH:9]=[C:8]([O:10][CH3:11])[C:7]([O:12][CH3:13])=[CH:6][C:3]=1[C:4]#[N:5].[CH2:14](N)[CH2:15][NH2:16]. The catalyst is O.P12(SP3(SP(SP(S3)(S1)=S)(=S)S2)=S)=S. The product is [NH:5]1[CH2:14][CH2:15][N:16]=[C:4]1[C:3]1[CH:6]=[C:7]([O:12][CH3:13])[C:8]([O:10][CH3:11])=[CH:9][C:2]=1[NH2:1]. (2) The reactants are [CH3:1][C@@H:2]1[CH2:6][N:5]([C:7]([O:9][C:10]([CH3:13])([CH3:12])[CH3:11])=[O:8])[C@H:4]([C:14]2[NH:18][C:17]3[C:19]4[C:24]([CH:25]=[CH:26][C:16]=3[N:15]=2)=[CH:23][C:22]2[C:27]3[C:32]([CH2:33][O:34][C:21]=2[CH:20]=4)=[CH:31][C:30](B2OC(C)(C)C(C)(C)O2)=[CH:29][CH:28]=3)[CH2:3]1.I[C:45]1[NH:49][C:48]([C@@H:50]2[CH2:54][C@H:53]([CH3:55])[CH2:52][N:51]2[C:56](=[O:66])[C@@H:57]([NH:61][C:62](=[O:65])[O:63][CH3:64])[CH:58]([CH3:60])[CH3:59])=[N:47][CH:46]=1.C([O-])([O-])=O.[K+].[K+]. The catalyst is CS(C)=O.O1CCOCC1.C1C=CC([P]([Pd]([P](C2C=CC=CC=2)(C2C=CC=CC=2)C2C=CC=CC=2)([P](C2C=CC=CC=2)(C2C=CC=CC=2)C2C=CC=CC=2)[P](C2C=CC=CC=2)(C2C=CC=CC=2)C2C=CC=CC=2)(C2C=CC=CC=2)C2C=CC=CC=2)=CC=1.C1C=CC(P(C2C=CC=CC=2)[C-]2C=CC=C2)=CC=1.C1C=CC(P(C2C=CC=CC=2)[C-]2C=CC=C2)=CC=1.Cl[Pd]Cl.[Fe+2]. The product is [CH3:64][O:63][C:62]([NH:61][C@H:57]([C:56]([N:51]1[CH2:52][C@@H:53]([CH3:55])[CH2:54][C@H:50]1[C:48]1[NH:49][C:45]([C:30]2[CH:31]=[C:32]3[CH2:33][O:34][C:21]4[CH:20]=[C:19]5[C:24]([CH:25]=[CH:26][C:16]6[N:15]=[C:14]([C@@H:4]7[CH2:3][C@H:2]([CH3:1])[CH2:6][N:5]7[C:7]([O:9][C:10]([CH3:12])([CH3:11])[CH3:13])=[O:8])[NH:18][C:17]=65)=[CH:23][C:22]=4[C:27]3=[CH:28][CH:29]=2)=[CH:46][N:47]=1)=[O:66])[CH:58]([CH3:60])[CH3:59])=[O:65]. The yield is 0.350. (3) The reactants are [NH2:1][C:2]1[CH:10]=[CH:9][C:8]([Br:11])=[CH:7][C:3]=1[C:4]([OH:6])=[O:5].Cl[CH2:13][C:14]([OH:16])=[O:15].CCOCC.Cl. The catalyst is C([O-])([O-])=O.[Na+].[Na+]. The product is [C:14]([CH2:13][NH:1][C:2]1[CH:10]=[CH:9][C:8]([Br:11])=[CH:7][C:3]=1[C:4]([OH:6])=[O:5])([OH:16])=[O:15]. The yield is 0.600. (4) The reactants are [NH2:1][C:2]1[CH:7]=[CH:6][C:5]([N:8]2[C:14](=[O:15])[CH2:13][C:12](=[O:16])[NH:11][C:10]3[C:17]4[C:22]([CH:23]=[CH:24][C:9]2=3)=[CH:21][CH:20]=[CH:19][CH:18]=4)=[CH:4][CH:3]=1.[Cl:25][C:26]1[CH:31]=[CH:30][CH:29]=[CH:28][C:27]=1[N:32]=[C:33]=[O:34]. No catalyst specified. The product is [Cl:25][C:26]1[CH:31]=[CH:30][CH:29]=[CH:28][C:27]=1[NH:32][C:33]([NH:1][C:2]1[CH:7]=[CH:6][C:5]([N:8]2[C:14](=[O:15])[CH2:13][C:12](=[O:16])[NH:11][C:10]3[C:17]4[C:22]([CH:23]=[CH:24][C:9]2=3)=[CH:21][CH:20]=[CH:19][CH:18]=4)=[CH:4][CH:3]=1)=[O:34]. The yield is 0.400. (5) The reactants are C(OC([N:8]1[CH2:21][CH:20]2[CH2:22][CH:10]([C:11]3[CH:12]=[C:13]4[C:17](=[CH:18][C:19]=32)[N:16]=[C:15]([CH3:23])[N:14]4[CH2:24][CH2:25][CH3:26])[CH2:9]1)=O)(C)(C)C.[ClH:27].CCOC(C)=O. No catalyst specified. The product is [ClH:27].[CH3:23][C:15]1[N:14]([CH2:24][CH2:25][CH3:26])[C:13]2[C:17](=[CH:18][C:19]3[CH:20]4[CH2:22][CH:10]([C:11]=3[CH:12]=2)[CH2:9][NH:8][CH2:21]4)[N:16]=1. The yield is 0.340. (6) The reactants are [CH3:1][O:2][C:3]1[CH:56]=[CH:55][C:6]([CH2:7][N:8]2[C:12]3=[N:13][CH:14]=[CH:15][C:16]([O:17][C:18]4[CH:23]=[CH:22][C:21]([NH:24][C:25]([C:27]5[C:32](=[O:33])[N:31]([C:34]6[CH:39]=[CH:38][C:37]([F:40])=[CH:36][CH:35]=6)[N:30]=[CH:29][CH:28]=5)=[O:26])=[CH:20][C:19]=4[F:41])=[C:11]3[C:10]([NH:42][CH:43]3[CH2:47][CH2:46][N:45](C(OC(C)(C)C)=O)[CH2:44]3)=[N:9]2)=[CH:5][CH:4]=1.FC(F)(F)C(O)=O. The catalyst is C(Cl)Cl. The product is [F:41][C:19]1[CH:20]=[C:21]([NH:24][C:25]([C:27]2[C:32](=[O:33])[N:31]([C:34]3[CH:35]=[CH:36][C:37]([F:40])=[CH:38][CH:39]=3)[N:30]=[CH:29][CH:28]=2)=[O:26])[CH:22]=[CH:23][C:18]=1[O:17][C:16]1[CH:15]=[CH:14][N:13]=[C:12]2[N:8]([CH2:7][C:6]3[CH:55]=[CH:56][C:3]([O:2][CH3:1])=[CH:4][CH:5]=3)[N:9]=[C:10]([NH:42][CH:43]3[CH2:47][CH2:46][NH:45][CH2:44]3)[C:11]=12. The yield is 0.766. (7) The reactants are [NH2:1][C@@H:2]1[CH2:7][CH2:6][CH2:5][N:4]([C:8]2[N:9]([CH2:20][C:21]3[CH:28]=[CH:27][CH:26]=[CH:25][C:22]=3[C:23]#[N:24])[C:10](=[O:19])[C:11]3[CH:17]=[C:16](Cl)[N:15]=[CH:14][C:12]=3[N:13]=2)[CH2:3]1.[NH:29]1[CH2:33][CH2:32][CH2:31][CH2:30]1.C(=O)(O)[O-].[Na+]. The catalyst is CCO.CCOC(C)=O. The product is [NH2:1][C@@H:2]1[CH2:7][CH2:6][CH2:5][N:4]([C:8]2[N:9]([CH2:20][C:21]3[CH:28]=[CH:27][CH:26]=[CH:25][C:22]=3[C:23]#[N:24])[C:10](=[O:19])[C:11]3[CH:17]=[C:16]([N:29]4[CH2:33][CH2:32][CH2:31][CH2:30]4)[N:15]=[CH:14][C:12]=3[N:13]=2)[CH2:3]1. The yield is 0.320. (8) The reactants are [C:1]([O:5][C:6]([NH:8][C@H:9]([CH2:13][CH3:14])[C:10]([OH:12])=O)=[O:7])([CH3:4])([CH3:3])[CH3:2].CN(C(ON1N=NC2[CH:26]=[CH:27][CH:28]=[N:29][C:24]1=2)=[N+](C)C)C.F[P-](F)(F)(F)(F)F.N1CCCC1.CCN(CC)CC. The catalyst is C(Cl)Cl. The product is [O:12]=[C:10]([N:29]1[CH2:28][CH2:27][CH2:26][CH2:24]1)[C@H:9]([NH:8][C:6](=[O:7])[O:5][C:1]([CH3:2])([CH3:3])[CH3:4])[CH2:13][CH3:14]. The yield is 0.850.